From a dataset of Full USPTO retrosynthesis dataset with 1.9M reactions from patents (1976-2016). Predict the reactants needed to synthesize the given product. (1) Given the product [CH3:18][C:10]1[C:9]([O:8][C:6]2[CH:5]=[CH:4][N:3]=[C:2]([C:24]3[S:28][CH:27]=[N:26][CH:25]=3)[CH:7]=2)=[CH:14][CH:13]=[C:12]([N+:15]([O-:17])=[O:16])[N:11]=1, predict the reactants needed to synthesize it. The reactants are: Cl[C:2]1[CH:7]=[C:6]([O:8][C:9]2[C:10]([CH3:18])=[N:11][C:12]([N+:15]([O-:17])=[O:16])=[CH:13][CH:14]=2)[CH:5]=[CH:4][N:3]=1.C([Sn](CCCC)(CCCC)[C:24]1[S:28][CH:27]=[N:26][CH:25]=1)CCC.CCOC(C)=O.[F-].[K+]. (2) Given the product [Br:29][C:30]1[CH:31]=[CH:32][C:33]2[O:37][C:36]3[C:38](=[O:40])[NH:39][C:42]([C:44]4[CH:49]=[CH:48][C:47]([NH:50][C:51](=[O:57])[O:52][C:53]([CH3:56])([CH3:55])[CH3:54])=[CH:46][CH:45]=4)=[N:41][C:35]=3[C:34]=2[CH:58]=1, predict the reactants needed to synthesize it. The reactants are: BrC1C=CC2OC3C(=O)NC(C4CCN(C(OC(C)(C)C)=O)CC4)=NC=3C=2C=1.[Br:29][C:30]1[CH:31]=[CH:32][C:33]2[O:37][C:36]([C:38](=[O:40])[NH2:39])=[C:35]([NH:41][C:42]([C:44]3[CH:49]=[CH:48][C:47]([NH:50][C:51](=[O:57])[O:52][C:53]([CH3:56])([CH3:55])[CH3:54])=[CH:46][CH:45]=3)=O)[C:34]=2[CH:58]=1.BrC1C=CC2OC(C(=O)N)=C(NC(C3CCN(C(OC(C)(C)C)=O)CC3)=O)C=2C=1. (3) Given the product [C:29]([NH:1][C:2]1[CH:7]=[CH:6][C:5]([S:8][CH:9]2[CH2:10][CH2:11][N:12]([C:15]([O:17][C:18]([CH3:21])([CH3:20])[CH3:19])=[O:16])[CH2:13][CH2:14]2)=[CH:4][CH:3]=1)(=[O:31])[CH3:30], predict the reactants needed to synthesize it. The reactants are: [NH2:1][C:2]1[CH:7]=[CH:6][C:5]([S:8][CH:9]2[CH2:14][CH2:13][N:12]([C:15]([O:17][C:18]([CH3:21])([CH3:20])[CH3:19])=[O:16])[CH2:11][CH2:10]2)=[CH:4][CH:3]=1.C(N(CC)CC)C.[C:29](Cl)(=[O:31])[CH3:30]. (4) Given the product [C:1]12([C:14]([O:16][CH2:28][CH2:27][CH2:26][CH2:25][CH2:24][CH3:23])=[O:15])[CH2:8][CH:7]3[CH2:6][CH:5]([CH2:4][C:3]([C:11]([O:13][CH2:31][CH2:32][CH2:33][CH2:34][CH2:35][CH3:37])=[O:12])([CH2:9]3)[CH2:2]1)[CH2:10]2, predict the reactants needed to synthesize it. The reactants are: [C:1]12([C:14]([OH:16])=[O:15])[CH2:10][CH:5]3[CH2:6][CH:7]([CH2:9][C:3]([C:11]([OH:13])=[O:12])([CH2:4]3)[CH2:2]1)[CH2:8]2.S(Cl)(Cl)=O.C(O)C[CH2:23][CH2:24][CH2:25][CH2:26][CH2:27][CH3:28].N1[CH:35]=[CH:34][CH:33]=[CH:32][CH:31]=1.[Cl-].[CH2:37](Cl)Cl. (5) The reactants are: Cl[C:2]1[CH:24]=[C:23](Cl)[CH:22]=[CH:21][C:3]=1[CH2:4][NH:5][C:6]([C:8]1[C:9](=[O:20])[NH:10][N:11]=[C:12]([C:14]2[CH:19]=[CH:18][N:17]=[CH:16][CH:15]=2)[CH:13]=1)=[O:7].O=C1C(C(O)=O)=CC(C2C=CN=CC=2)=NN1.C(Cl)(=O)C(Cl)=O.[F:48][C:49]([F:59])([F:58])C1C=CC(CN)=CC=1. Given the product [O:20]=[C:9]1[C:8]([C:6]([NH:5][CH2:4][C:3]2[CH:21]=[CH:22][C:23]([C:49]([F:59])([F:58])[F:48])=[CH:24][CH:2]=2)=[O:7])=[CH:13][C:12]([C:14]2[CH:19]=[CH:18][N:17]=[CH:16][CH:15]=2)=[N:11][NH:10]1, predict the reactants needed to synthesize it. (6) Given the product [CH3:27][N:28]([CH3:34])[C@H:29]1[CH2:33][CH2:32][N:31]([C:24]([C@H:22]2[CH2:21][CH2:20][C:19]3[C:12]4[C:11]([NH:10][C:8]5[CH:9]=[C:4]6[CH:3]=[N:2][NH:1][C:5]6=[N:6][CH:7]=5)=[N:16][CH:15]=[N:14][C:13]=4[S:17][C:18]=3[CH2:23]2)=[O:26])[CH2:30]1, predict the reactants needed to synthesize it. The reactants are: [NH:1]1[C:5]2=[N:6][CH:7]=[C:8]([NH:10][C:11]3[C:12]4[C:19]5[CH2:20][CH2:21][C@H:22]([C:24]([OH:26])=O)[CH2:23][C:18]=5[S:17][C:13]=4[N:14]=[CH:15][N:16]=3)[CH:9]=[C:4]2[CH:3]=[N:2]1.[CH3:27][N:28]([CH3:34])[C@H:29]1[CH2:33][CH2:32][NH:31][CH2:30]1. (7) Given the product [C:8](=[O:9])([O:35][CH:33]([Cl:32])[CH3:34])[O:10][CH2:11][CH2:12][CH2:13][CH2:14][C@H:15]([O:17][N+:18]([O-:20])=[O:19])[CH3:16], predict the reactants needed to synthesize it. The reactants are: [N+](C1C=CC([C:8]([O:10][CH2:11][CH2:12][CH2:13][CH2:14][C@H:15]([O:17][N+:18]([O-:20])=[O:19])[CH3:16])=[O:9])=CC=1)([O-])=O.N1C=CC=CC=1.C(Cl)Cl.[Cl:32][CH:33]([O:35]C(Cl)=O)[CH3:34]. (8) Given the product [CH2:1]([C:8]1[N:9]([CH2:19][C:20]([OH:22])=[O:21])[C:10]([C:13]2[CH:14]=[CH:15][CH:16]=[CH:17][CH:18]=2)=[CH:11][CH:12]=1)[C:2]1[CH:3]=[CH:4][CH:5]=[CH:6][CH:7]=1, predict the reactants needed to synthesize it. The reactants are: [CH2:1]([C:8]1[N:9]([CH2:19][C:20]([O:22]C)=[O:21])[C:10]([C:13]2[CH:18]=[CH:17][CH:16]=[CH:15][CH:14]=2)=[CH:11][CH:12]=1)[C:2]1[CH:7]=[CH:6][CH:5]=[CH:4][CH:3]=1.[Li+].[OH-].